From a dataset of NCI-60 drug combinations with 297,098 pairs across 59 cell lines. Regression. Given two drug SMILES strings and cell line genomic features, predict the synergy score measuring deviation from expected non-interaction effect. (1) Drug 1: C1=CC(=CC=C1C#N)C(C2=CC=C(C=C2)C#N)N3C=NC=N3. Drug 2: C1=CN(C(=O)N=C1N)C2C(C(C(O2)CO)O)O.Cl. Cell line: EKVX. Synergy scores: CSS=5.80, Synergy_ZIP=0.398, Synergy_Bliss=2.43, Synergy_Loewe=1.85, Synergy_HSA=2.33. (2) Drug 1: C1CCN(CC1)CCOC2=CC=C(C=C2)C(=O)C3=C(SC4=C3C=CC(=C4)O)C5=CC=C(C=C5)O. Drug 2: C1=NC2=C(N1)C(=S)N=C(N2)N. Cell line: SF-539. Synergy scores: CSS=26.4, Synergy_ZIP=0.897, Synergy_Bliss=1.70, Synergy_Loewe=-2.46, Synergy_HSA=2.84. (3) Drug 1: CCC(=C(C1=CC=CC=C1)C2=CC=C(C=C2)OCCN(C)C)C3=CC=CC=C3.C(C(=O)O)C(CC(=O)O)(C(=O)O)O. Drug 2: CC1C(C(CC(O1)OC2CC(CC3=C2C(=C4C(=C3O)C(=O)C5=CC=CC=C5C4=O)O)(C(=O)C)O)N)O. Cell line: SW-620. Synergy scores: CSS=39.7, Synergy_ZIP=-1.76, Synergy_Bliss=-2.10, Synergy_Loewe=-7.74, Synergy_HSA=0.296. (4) Drug 1: CC12CCC3C(C1CCC2=O)CC(=C)C4=CC(=O)C=CC34C. Drug 2: CS(=O)(=O)OCCCCOS(=O)(=O)C. Cell line: CCRF-CEM. Synergy scores: CSS=72.7, Synergy_ZIP=4.15, Synergy_Bliss=6.22, Synergy_Loewe=-3.82, Synergy_HSA=6.06. (5) Drug 2: CC1=C(C(=CC=C1)Cl)NC(=O)C2=CN=C(S2)NC3=CC(=NC(=N3)C)N4CCN(CC4)CCO. Synergy scores: CSS=1.83, Synergy_ZIP=-3.79, Synergy_Bliss=-3.92, Synergy_Loewe=-11.8, Synergy_HSA=-6.09. Cell line: 786-0. Drug 1: CC1=C2C(C(=O)C3(C(CC4C(C3C(C(C2(C)C)(CC1OC(=O)C(C(C5=CC=CC=C5)NC(=O)C6=CC=CC=C6)O)O)OC(=O)C7=CC=CC=C7)(CO4)OC(=O)C)O)C)OC(=O)C. (6) Drug 1: CCCCCOC(=O)NC1=NC(=O)N(C=C1F)C2C(C(C(O2)C)O)O. Drug 2: C1=NC(=NC(=O)N1C2C(C(C(O2)CO)O)O)N. Cell line: EKVX. Synergy scores: CSS=3.42, Synergy_ZIP=-2.28, Synergy_Bliss=-4.87, Synergy_Loewe=1.89, Synergy_HSA=-4.34. (7) Drug 1: C1C(C(OC1N2C=NC(=NC2=O)N)CO)O. Drug 2: C1CCC(C(C1)N)N.C(=O)(C(=O)[O-])[O-].[Pt+4]. Cell line: T-47D. Synergy scores: CSS=15.9, Synergy_ZIP=-4.80, Synergy_Bliss=4.96, Synergy_Loewe=0.653, Synergy_HSA=3.18. (8) Drug 1: CC12CCC(CC1=CCC3C2CCC4(C3CC=C4C5=CN=CC=C5)C)O. Drug 2: CC(C)NC(=O)C1=CC=C(C=C1)CNNC.Cl. Cell line: SK-MEL-2. Synergy scores: CSS=8.59, Synergy_ZIP=4.97, Synergy_Bliss=8.81, Synergy_Loewe=2.48, Synergy_HSA=3.76. (9) Drug 1: COC1=NC(=NC2=C1N=CN2C3C(C(C(O3)CO)O)O)N. Drug 2: COC1=C2C(=CC3=C1OC=C3)C=CC(=O)O2. Cell line: SF-295. Synergy scores: CSS=-2.50, Synergy_ZIP=1.07, Synergy_Bliss=0.317, Synergy_Loewe=-1.61, Synergy_HSA=-1.77. (10) Drug 1: CN1C(=O)N2C=NC(=C2N=N1)C(=O)N. Drug 2: C1CN(CCN1C(=O)CCBr)C(=O)CCBr. Cell line: OVCAR3. Synergy scores: CSS=-3.13, Synergy_ZIP=-1.19, Synergy_Bliss=-0.522, Synergy_Loewe=-9.61, Synergy_HSA=-4.79.